Dataset: Full USPTO retrosynthesis dataset with 1.9M reactions from patents (1976-2016). Task: Predict the reactants needed to synthesize the given product. (1) The reactants are: [NH2:1][C:2]1[CH:3]=[N:4][N:5]([CH2:22][CH:23]([F:25])[F:24])[C:6]=1[N:7]1[CH2:13][CH2:12][CH2:11][C@@H:10]([N:14]([CH3:21])[C:15](=[O:20])[C:16]([F:19])([F:18])[F:17])[CH2:9][CH2:8]1.N1CCC[C@H](NC(=O)C(F)(F)F)CC1.ClC1N(CC(F)F)N=CC=1[N+]([O-])=O. Given the product [NH2:1][C:2]1[CH:3]=[N:4][N:5]([CH2:22][CH:23]([F:25])[F:24])[C:6]=1[N:7]1[CH2:13][CH2:12][CH2:11][C@H:10]([N:14]([CH3:21])[C:15](=[O:20])[C:16]([F:17])([F:19])[F:18])[CH2:9][CH2:8]1, predict the reactants needed to synthesize it. (2) Given the product [NH2:14][C@@H:12]([C:11]([NH:10][CH2:9][C@@H:8]([NH:23][C:24](=[O:33])[O:25][CH2:26][C:27]1[CH:28]=[CH:29][CH:30]=[CH:31][CH:32]=1)[CH2:1][C:2]1[CH:7]=[CH:6][CH:5]=[CH:4][CH:3]=1)=[O:22])[CH3:13], predict the reactants needed to synthesize it. The reactants are: [CH2:1]([C@H:8]([NH:23][C:24](=[O:33])[O:25][CH2:26][C:27]1[CH:32]=[CH:31][CH:30]=[CH:29][CH:28]=1)[CH2:9][NH:10][C:11](=[O:22])[C@H:12]([NH:14]C(OC(C)(C)C)=O)[CH3:13])[C:2]1[CH:7]=[CH:6][CH:5]=[CH:4][CH:3]=1.CO.C(O)(C(F)(F)F)=O. (3) Given the product [Cl:39][C:36]1[CH:37]=[CH:38][C:33]([C:29]2([OH:32])[CH2:28][CH2:27][N:26]([CH2:25][CH2:24][CH:23]=[C:15]3[C:16]4[C:17](=[N:18][CH:19]=[CH:20][CH:21]=4)[O:22][C:12]4[CH:11]=[CH:10][CH:9]=[C:8]([O:7][CH2:6][CH2:5][OH:4])[C:13]=4[CH2:14]3)[CH2:31][CH2:30]2)=[CH:34][CH:35]=1, predict the reactants needed to synthesize it. The reactants are: C([O:4][CH2:5][CH2:6][O:7][C:8]1[C:13]2[CH2:14][C:15](=[CH:23][CH2:24][CH2:25][N:26]3[CH2:31][CH2:30][C:29]([C:33]4[CH:38]=[CH:37][C:36]([Cl:39])=[CH:35][CH:34]=4)([OH:32])[CH2:28][CH2:27]3)[C:16]3[C:17]([O:22][C:12]=2[CH:11]=[CH:10][CH:9]=1)=[N:18][CH:19]=[CH:20][CH:21]=3)(=O)C.[OH-].[Na+].O.C(OCC)(=O)C. (4) Given the product [C:1]([O:5][C:6](=[O:22])[NH:7][C:8]1[CH:13]=[CH:12][C:11]([C:14]2[CH:19]=[CH:18][CH:17]=[CH:16][C:15]=2[F:20])=[CH:10][C:9]=1[NH:21][C:28](=[O:27])[CH2:29][C:30]([C:32]1[N:33]=[C:34]([N:37]2[CH:41]=[CH:40][N:39]=[CH:38]2)[S:35][CH:36]=1)=[O:31])([CH3:4])([CH3:2])[CH3:3], predict the reactants needed to synthesize it. The reactants are: [C:1]([O:5][C:6](=[O:22])[NH:7][C:8]1[CH:13]=[CH:12][C:11]([C:14]2[CH:19]=[CH:18][CH:17]=[CH:16][C:15]=2[F:20])=[CH:10][C:9]=1[NH2:21])([CH3:4])([CH3:3])[CH3:2].C([O:27][C:28](=O)[CH2:29][C:30]([C:32]1[N:33]=[C:34]([N:37]2[CH:41]=[CH:40][N:39]=[CH:38]2)[S:35][CH:36]=1)=[O:31])(C)(C)C. (5) Given the product [C:8]([C:10]1[CH:11]=[CH:12][C:13]([CH2:16][N:17]2[CH2:18][CH2:19][CH2:36][N:37]([CH3:38])[CH2:20][CH2:21]2)=[CH:14][CH:15]=1)#[CH:7], predict the reactants needed to synthesize it. The reactants are: FC1C=C(C(N)=O)C2O[C:8]([C:10]3[CH:15]=[CH:14][C:13]([CH2:16][N:17]4[CH2:21][CH2:20][CH2:19][CH2:18]4)=[CH:12][CH:11]=3)=[CH:7]C=2C=1.C(C1C=CC(C=O)=CC=1)#C.[CH3:36][N:37]1CCCNC[CH2:38]1.